Dataset: NCI-60 drug combinations with 297,098 pairs across 59 cell lines. Task: Regression. Given two drug SMILES strings and cell line genomic features, predict the synergy score measuring deviation from expected non-interaction effect. Drug 1: CC(C)(C#N)C1=CC(=CC(=C1)CN2C=NC=N2)C(C)(C)C#N. Drug 2: CN(CCCl)CCCl.Cl. Cell line: SK-MEL-28. Synergy scores: CSS=7.33, Synergy_ZIP=-1.75, Synergy_Bliss=0.629, Synergy_Loewe=-1.72, Synergy_HSA=-2.19.